This data is from Reaction yield outcomes from USPTO patents with 853,638 reactions. The task is: Predict the reaction yield, written as a fraction of the theoretical maximum amount of product (1.0 means a 100% yield; for example, 0.34 means a 34% yield). (1) The reactants are CN(C)C=O.[C:6]([C:10]1[CH:15]=[CH:14][C:13]([C:16]2[S:17][CH:18]=[C:19]([C:22]([CH3:24])=O)[C:20]=2[OH:21])=[CH:12][CH:11]=1)([CH3:9])([CH3:8])[CH3:7].[NH:25]([C:27]([NH:29][C:30]1[S:34][C:33]([C:35]([O:37][CH3:38])=[O:36])=[CH:32][CH:31]=1)=[S:28])[NH2:26]. The catalyst is Cl.O. The product is [C:6]([C:10]1[CH:15]=[CH:14][C:13]([C:16]2[S:17][CH:18]=[C:19]([C:22](=[N:26][NH:25][C:27]([NH:29][C:30]3[S:34][C:33]([C:35]([O:37][CH3:38])=[O:36])=[CH:32][CH:31]=3)=[S:28])[CH3:24])[C:20]=2[OH:21])=[CH:12][CH:11]=1)([CH3:9])([CH3:8])[CH3:7]. The yield is 0.900. (2) The reactants are [CH3:1][NH2:2].Br[CH2:4][C:5]1[CH:6]=[CH:7][C:8]2[C:14]3[S:15][C:16]([C:18]([N:20]([C:22]4[CH:27]=[CH:26][CH:25]=[CH:24][C:23]=4[Cl:28])[CH3:21])=[O:19])=[CH:17][C:13]=3[CH2:12][CH2:11][O:10][C:9]=2[CH:29]=1.O. The catalyst is CCO. The product is [Cl:28][C:23]1[CH:24]=[CH:25][CH:26]=[CH:27][C:22]=1[N:20]([CH3:21])[C:18]([C:16]1[S:15][C:14]2[C:8]3[CH:7]=[CH:6][C:5]([CH2:4][NH:2][CH3:1])=[CH:29][C:9]=3[O:10][CH2:11][CH2:12][C:13]=2[CH:17]=1)=[O:19]. The yield is 0.428. (3) The reactants are [CH3:1][O:2][C:3](=[O:44])[C@@H:4]([NH:25][C:26](=[O:43])[C:27]1[CH:32]=[CH:31][C:30]([C:33]#[C:34][C:35]2[CH:40]=[CH:39][C:38]([CH2:41][NH2:42])=[CH:37][CH:36]=2)=[CH:29][CH:28]=1)[C@H:5]([NH:7][C:8]([O:10][CH2:11][CH:12]1[C:24]2[CH:23]=[CH:22][CH:21]=[CH:20][C:19]=2[C:18]2[C:13]1=[CH:14][CH:15]=[CH:16][CH:17]=2)=[O:9])[CH3:6].CCN(C(C)C)C(C)C.[CH3:54][S:55](Cl)(=[O:57])=[O:56]. The catalyst is C(Cl)(Cl)Cl.CCOC(C)=O. The product is [CH3:1][O:2][C:3](=[O:44])[C@@H:4]([NH:25][C:26](=[O:43])[C:27]1[CH:28]=[CH:29][C:30]([C:33]#[C:34][C:35]2[CH:36]=[CH:37][C:38]([CH2:41][NH:42][S:55]([CH3:54])(=[O:57])=[O:56])=[CH:39][CH:40]=2)=[CH:31][CH:32]=1)[C@H:5]([NH:7][C:8]([O:10][CH2:11][CH:12]1[C:24]2[CH:23]=[CH:22][CH:21]=[CH:20][C:19]=2[C:18]2[C:13]1=[CH:14][CH:15]=[CH:16][CH:17]=2)=[O:9])[CH3:6]. The yield is 0.970. (4) The reactants are [OH:1][CH2:2][CH:3]([NH:5][C:6](=[O:14])[C:7]1[CH:12]=[CH:11][CH:10]=[C:9](I)[CH:8]=1)[CH3:4].[C:15]([OH:22])(=[O:21])[CH2:16][CH2:17][CH2:18][C:19]#[CH:20]. No catalyst specified. The product is [OH:1][CH2:2][CH:3]([NH:5][C:6]([C:7]1[CH:8]=[C:9]([C:20]#[C:19][CH2:18][CH2:17][CH2:16][C:15]([OH:22])=[O:21])[CH:10]=[CH:11][CH:12]=1)=[O:14])[CH3:4]. The yield is 0.990.